This data is from Full USPTO retrosynthesis dataset with 1.9M reactions from patents (1976-2016). The task is: Predict the reactants needed to synthesize the given product. (1) Given the product [C:1]([O:5][C:6]([N:8]1[CH2:12][CH2:11][O:10][C:9]1([CH3:17])[CH3:16])=[O:7])([CH3:4])([CH3:2])[CH3:3], predict the reactants needed to synthesize it. The reactants are: [C:1]([O:5][C:6]([N:8]1[C@@H:12](CC=O)[CH2:11][O:10][C:9]1([CH3:17])[CH3:16])=[O:7])([CH3:4])([CH3:3])[CH3:2].C[Mg]Br. (2) The reactants are: [Cl:1][C:2]1[CH:3]=[CH:4][C:5]([O:10][CH3:11])=[C:6]([CH:9]=1)[CH:7]=[O:8].[BH4-].[Na+].C(OCC)(=O)C.CCCCCC. Given the product [Cl:1][C:2]1[CH:3]=[CH:4][C:5]([O:10][CH3:11])=[C:6]([CH2:7][OH:8])[CH:9]=1, predict the reactants needed to synthesize it. (3) Given the product [ClH:41].[CH2:1]([N:8]1[C:12]2([CH2:17][CH2:16][N:15]([C:18](=[O:27])[C:19]3[CH:24]=[CH:23][CH:22]=[C:21]([O:25][CH3:26])[CH:20]=3)[CH2:14][CH2:13]2)[NH:11][C@@H:10]([CH2:28][C:29]2[CH:30]=[CH:31][CH:32]=[CH:33][CH:34]=2)[C:9]1=[O:35])[C:2]1[CH:7]=[CH:6][CH:5]=[CH:4][CH:3]=1, predict the reactants needed to synthesize it. The reactants are: [CH2:1]([N:8]1[C:12]2([CH2:17][CH2:16][N:15]([C:18](=[O:27])[C:19]3[CH:24]=[CH:23][CH:22]=[C:21]([O:25][CH3:26])[CH:20]=3)[CH2:14][CH2:13]2)[NH:11][C@@H:10]([CH2:28][C:29]2[CH:34]=[CH:33][CH:32]=[CH:31][CH:30]=2)[C:9]1=[O:35])[C:2]1[CH:7]=[CH:6][CH:5]=[CH:4][CH:3]=1.O.C[Si]([Cl:41])(C)C. (4) The reactants are: [ClH:1].N[C:3]1[C:7]([C:8]#[N:9])=[CH:6][N:5]([CH2:10][CH3:11])[N:4]=1.N([O-])=O.[Na+]. Given the product [Cl:1][C:3]1[C:7]([C:8]#[N:9])=[CH:6][N:5]([CH2:10][CH3:11])[N:4]=1, predict the reactants needed to synthesize it. (5) Given the product [C:1]1([C:12]2[CH:17]=[CH:16][CH:15]=[CH:14][CH:13]=2)[CH:6]=[CH:5][CH:4]=[CH:3][C:2]=1[CH:7]([CH3:11])[C:8]([NH2:19])=[O:9], predict the reactants needed to synthesize it. The reactants are: [C:1]1([C:12]2[CH:17]=[CH:16][CH:15]=[CH:14][CH:13]=2)[CH:6]=[CH:5][CH:4]=[CH:3][C:2]=1[CH:7]([CH3:11])[C:8](O)=[O:9].C[N:19](C=O)C.C(Cl)(=O)C(Cl)=O.N. (6) Given the product [O:9]=[C:8]([N:10]1[CH2:15][CH2:14][N:13]([CH2:16][C:17](=[O:23])[N:18]2[CH2:19][CH2:20][CH2:21][CH2:22]2)[CH2:12][CH2:11]1)[CH2:7][C:5]1[N:6]=[C:2]([NH:1][C:30]([C:28]2[S:29][C:25]([Cl:24])=[CH:26][CH:27]=2)=[O:31])[S:3][CH:4]=1, predict the reactants needed to synthesize it. The reactants are: [NH2:1][C:2]1[S:3][CH:4]=[C:5]([CH2:7][C:8]([N:10]2[CH2:15][CH2:14][N:13]([CH2:16][C:17](=[O:23])[N:18]3[CH2:22][CH2:21][CH2:20][CH2:19]3)[CH2:12][CH2:11]2)=[O:9])[N:6]=1.[Cl:24][C:25]1[S:29][C:28]([C:30](O)=[O:31])=[CH:27][CH:26]=1. (7) Given the product [CH2:16]([C:23]1[N:24]([CH2:2][C:3]2[C:12]3[C:7](=[C:8]([F:14])[C:9]([F:13])=[CH:10][CH:11]=3)[NH:6][C:5](=[O:15])[CH:4]=2)[C:25]2[CH:31]=[CH:30][CH:29]=[CH:28][C:26]=2[N:27]=1)[C:17]1[CH:18]=[CH:19][CH:20]=[CH:21][CH:22]=1, predict the reactants needed to synthesize it. The reactants are: Br[CH2:2][C:3]1[C:12]2[C:7](=[C:8]([F:14])[C:9]([F:13])=[CH:10][CH:11]=2)[NH:6][C:5](=[O:15])[CH:4]=1.[CH2:16]([C:23]1[NH:27][C:26]2[CH:28]=[CH:29][CH:30]=[CH:31][C:25]=2[N:24]=1)[C:17]1[CH:22]=[CH:21][CH:20]=[CH:19][CH:18]=1.